This data is from hERG potassium channel inhibition data for cardiac toxicity prediction from Karim et al.. The task is: Regression/Classification. Given a drug SMILES string, predict its toxicity properties. Task type varies by dataset: regression for continuous values (e.g., LD50, hERG inhibition percentage) or binary classification for toxic/non-toxic outcomes (e.g., AMES mutagenicity, cardiotoxicity, hepatotoxicity). Dataset: herg_karim. (1) The molecule is O=C(NC1CCC(c2ccc(O)cc2)CC1)C1Cc2ccccc2CN1. The result is 0 (non-blocker). (2) The drug is CC(C)(O)C1C=CC([C@H](c2cc[n+]([O-])cc2)c2ccc(OC(F)F)c(OC(F)F)c2)=CN1. The result is 0 (non-blocker). (3) The molecule is CO/N=C(\C)c1ncn2c1COc1c(CCN3CCN(c4cccc5nc(C)ccc45)CC3)cccc1-2. The result is 1 (blocker). (4) The compound is O=C(NC1CCN(Cc2ccn(-c3ccc(C(F)(F)F)cc3)c2)CC1)N[C@@H](CO)c1ccccc1. The result is 0 (non-blocker). (5) The result is 0 (non-blocker). The molecule is O=C(NC1CCN(Cc2ccn(-c3ccc(C(F)(F)F)cc3)c2)CC1)N1CC(N2CCS(=O)(=O)CC2)C1. (6) The drug is COc1cc(-c2cn(Cc3ccc(-c4noc(C)n4)cc3)nn2)ccc1-n1cnc(C)c1. The result is 1 (blocker). (7) The compound is CN1CCN(CCc2ccc3c(c2)Cc2c-3n[nH]c2-c2csc(C#CCOc3ccccc3)c2)CC1. The result is 1 (blocker). (8) The drug is CN1C(=O)N(c2ccnc(C(F)(F)F)c2)C2=C(C(=O)CC2)C1c1ccc(C#N)cc1S(C)(=O)=O. The result is 0 (non-blocker).